This data is from Full USPTO retrosynthesis dataset with 1.9M reactions from patents (1976-2016). The task is: Predict the reactants needed to synthesize the given product. (1) Given the product [CH2:13]([C:15]1[N:16]([C:40]2[CH:45]=[CH:44][C:43]([O:46][CH:47]3[CH2:51][CH2:50][CH2:49][C@H:48]3[OH:52])=[CH:42][CH:41]=2)[C:17](=[O:39])[C:18]([CH2:24][C:25]2[CH:26]=[CH:27][C:28]([C:31]3[CH:36]=[CH:35][CH:34]=[CH:33][C:32]=3[C:37]3[NH:3][C:4](=[O:7])[O:5][N:38]=3)=[CH:29][CH:30]=2)=[C:19]([CH2:21][CH2:22][CH3:23])[N:20]=1)[CH3:14], predict the reactants needed to synthesize it. The reactants are: [Cl-].O[NH3+:3].[C:4](=[O:7])([O-])[OH:5].[Na+].CS(C)=O.[CH2:13]([C:15]1[N:16]([C:40]2[CH:45]=[CH:44][C:43]([O:46][CH:47]3[CH2:51][CH2:50][CH2:49][C@H:48]3[OH:52])=[CH:42][CH:41]=2)[C:17](=[O:39])[C:18]([CH2:24][C:25]2[CH:30]=[CH:29][C:28]([C:31]3[C:32]([C:37]#[N:38])=[CH:33][CH:34]=[CH:35][CH:36]=3)=[CH:27][CH:26]=2)=[C:19]([CH2:21][CH2:22][CH3:23])[N:20]=1)[CH3:14]. (2) Given the product [ClH:23].[N:11]1([C:14]2[CH:19]=[N:18][C:17]([C:20]([NH2:21])=[O:22])=[CH:16][N:15]=2)[CH2:12][CH2:13][NH:8][CH2:9][CH2:10]1, predict the reactants needed to synthesize it. The reactants are: C(OC([N:8]1[CH2:13][CH2:12][N:11]([C:14]2[CH:19]=[N:18][C:17]([C:20](=[O:22])[NH2:21])=[CH:16][N:15]=2)[CH2:10][CH2:9]1)=O)(C)(C)C.[ClH:23]. (3) Given the product [C:42]([O:41][C:39]([N:15]1[CH2:16][CH2:17][N:18]([C:19]([C:21]2[CH:25]=[C:24]([CH3:26])[N:23]([C:27]3[CH:32]=[CH:31][CH:30]=[CH:29][CH:28]=3)[C:22]=2[C:33]2[CH:34]=[CH:35][CH:36]=[CH:37][CH:38]=2)=[O:20])[C@H:13]([CH2:12][N:9]2[CH2:8][CH2:7][CH:6]([C:4]([OH:5])=[O:3])[CH2:11][CH2:10]2)[CH2:14]1)=[O:40])([CH3:45])([CH3:43])[CH3:44], predict the reactants needed to synthesize it. The reactants are: C([O:3][C:4]([CH:6]1[CH2:11][CH2:10][N:9]([CH2:12][C@H:13]2[N:18]([C:19]([C:21]3[CH:25]=[C:24]([CH3:26])[N:23]([C:27]4[CH:32]=[CH:31][CH:30]=[CH:29][CH:28]=4)[C:22]=3[C:33]3[CH:38]=[CH:37][CH:36]=[CH:35][CH:34]=3)=[O:20])[CH2:17][CH2:16][N:15]([C:39]([O:41][C:42]([CH3:45])([CH3:44])[CH3:43])=[O:40])[CH2:14]2)[CH2:8][CH2:7]1)=[O:5])C.[OH-].[Li+].Cl. (4) Given the product [Cl:36][C:37]1[CH:45]=[CH:44][CH:43]=[CH:42][C:38]=1[C:39]([O:1][CH2:2][CH2:3][CH2:4][C:5]1[CH:6]=[CH:7][C:8]([CH:11]2[CH2:16][CH2:15][N:14]([C:17]([O:19][C:20]([CH3:21])([CH3:22])[CH3:23])=[O:18])[CH2:13][CH:12]2[O:24][CH2:25][C:26]2[CH:35]=[CH:34][C:33]3[C:28](=[CH:29][CH:30]=[CH:31][CH:32]=3)[CH:27]=2)=[CH:9][CH:10]=1)=[O:40], predict the reactants needed to synthesize it. The reactants are: [OH:1][CH2:2][CH2:3][CH2:4][C:5]1[CH:10]=[CH:9][C:8]([CH:11]2[CH2:16][CH2:15][N:14]([C:17]([O:19][C:20]([CH3:23])([CH3:22])[CH3:21])=[O:18])[CH2:13][CH:12]2[O:24][CH2:25][C:26]2[CH:35]=[CH:34][C:33]3[C:28](=[CH:29][CH:30]=[CH:31][CH:32]=3)[CH:27]=2)=[CH:7][CH:6]=1.[Cl:36][C:37]1[CH:45]=[CH:44][CH:43]=[CH:42][C:38]=1[C:39](Cl)=[O:40]. (5) Given the product [Cl:1][C:2]1[CH:7]=[C:6]([OH:8])[CH:5]=[CH:4][C:3]=1[CH:10]([CH3:24])[C:11]([C:17]1[CH:22]=[CH:21][N:20]=[C:19]([Cl:23])[CH:18]=1)([OH:16])[C:12]([F:15])([F:14])[F:13], predict the reactants needed to synthesize it. The reactants are: [Cl:1][C:2]1[CH:7]=[C:6]([O:8]C)[CH:5]=[CH:4][C:3]=1[CH:10]([CH3:24])[C:11]([C:17]1[CH:22]=[CH:21][N:20]=[C:19]([Cl:23])[CH:18]=1)([OH:16])[C:12]([F:15])([F:14])[F:13].C([O-])(O)=O.[Na+]. (6) Given the product [NH2:2][C:3]1[C:12]2[N:13]=[C:14]([CH2:37][CH2:38][O:39][CH3:40])[N:15]([CH2:16][CH2:17][CH2:18][N:19]([CH2:24][C:25]3[CH:26]=[C:27]([CH:34]=[CH:35][CH:36]=3)[O:28][CH2:29][C:30]([O:32][CH3:33])=[O:31])[C:20](=[O:23])[CH2:21][N:45]3[CH2:46][CH2:47][N:42]([CH3:41])[CH2:43][CH2:44]3)[C:11]=2[C:10]2[CH:9]=[CH:8][CH:7]=[CH:6][C:5]=2[N:4]=1, predict the reactants needed to synthesize it. The reactants are: Cl.[NH2:2][C:3]1[C:12]2[N:13]=[C:14]([CH2:37][CH2:38][O:39][CH3:40])[N:15]([CH2:16][CH2:17][CH2:18][N:19]([CH2:24][C:25]3[CH:26]=[C:27]([CH:34]=[CH:35][CH:36]=3)[O:28][CH2:29][C:30]([O:32][CH3:33])=[O:31])[C:20](=[O:23])[CH2:21]Cl)[C:11]=2[C:10]2[CH:9]=[CH:8][CH:7]=[CH:6][C:5]=2[N:4]=1.[CH3:41][N:42]1[CH2:47][CH2:46][NH:45][CH2:44][CH2:43]1.